Dataset: TCR-epitope binding with 47,182 pairs between 192 epitopes and 23,139 TCRs. Task: Binary Classification. Given a T-cell receptor sequence (or CDR3 region) and an epitope sequence, predict whether binding occurs between them. (1) The epitope is ELAGIGILTV. The TCR CDR3 sequence is CASSVEGAGGANVLTF. Result: 0 (the TCR does not bind to the epitope). (2) The epitope is LEPLVDLPI. The TCR CDR3 sequence is CASSDGLTSGNTIYF. Result: 0 (the TCR does not bind to the epitope). (3) The epitope is KLGGALQAK. The TCR CDR3 sequence is CASSSNLEGAETQYF. Result: 0 (the TCR does not bind to the epitope). (4) Result: 0 (the TCR does not bind to the epitope). The epitope is LLFGYPVYV. The TCR CDR3 sequence is CASSQRLGVPFTDTQYF. (5) The epitope is SSNVANYQK. The TCR CDR3 sequence is CASSFGGGVEQYF. Result: 0 (the TCR does not bind to the epitope).